This data is from NCI-60 drug combinations with 297,098 pairs across 59 cell lines. The task is: Regression. Given two drug SMILES strings and cell line genomic features, predict the synergy score measuring deviation from expected non-interaction effect. (1) Drug 1: C1=CC(=CC=C1CCCC(=O)O)N(CCCl)CCCl. Cell line: A549. Synergy scores: CSS=44.2, Synergy_ZIP=-5.26, Synergy_Bliss=0.166, Synergy_Loewe=-20.1, Synergy_HSA=3.19. Drug 2: CC1=C(C(=CC=C1)Cl)NC(=O)C2=CN=C(S2)NC3=CC(=NC(=N3)C)N4CCN(CC4)CCO. (2) Drug 1: CC12CCC3C(C1CCC2=O)CC(=C)C4=CC(=O)C=CC34C. Drug 2: CC1C(C(CC(O1)OC2CC(CC3=C2C(=C4C(=C3O)C(=O)C5=C(C4=O)C(=CC=C5)OC)O)(C(=O)CO)O)N)O.Cl. Cell line: K-562. Synergy scores: CSS=37.9, Synergy_ZIP=0.200, Synergy_Bliss=-0.683, Synergy_Loewe=-2.94, Synergy_HSA=1.06. (3) Drug 1: C1CN(CCN1C(=O)CCBr)C(=O)CCBr. Drug 2: C(CCl)NC(=O)N(CCCl)N=O. Cell line: HCC-2998. Synergy scores: CSS=28.1, Synergy_ZIP=-13.5, Synergy_Bliss=-9.72, Synergy_Loewe=-19.9, Synergy_HSA=-13.9. (4) Drug 1: CC1=C2C(C(=O)C3(C(CC4C(C3C(C(C2(C)C)(CC1OC(=O)C(C(C5=CC=CC=C5)NC(=O)OC(C)(C)C)O)O)OC(=O)C6=CC=CC=C6)(CO4)OC(=O)C)OC)C)OC. Drug 2: CCC1=CC2CC(C3=C(CN(C2)C1)C4=CC=CC=C4N3)(C5=C(C=C6C(=C5)C78CCN9C7C(C=CC9)(C(C(C8N6C)(C(=O)OC)O)OC(=O)C)CC)OC)C(=O)OC.C(C(C(=O)O)O)(C(=O)O)O. Cell line: UO-31. Synergy scores: CSS=42.1, Synergy_ZIP=-2.98, Synergy_Bliss=0.184, Synergy_Loewe=-18.7, Synergy_HSA=3.41. (5) Drug 2: C(CCl)NC(=O)N(CCCl)N=O. Cell line: RXF 393. Synergy scores: CSS=32.3, Synergy_ZIP=1.88, Synergy_Bliss=1.01, Synergy_Loewe=-1.17, Synergy_HSA=0.569. Drug 1: C1=C(C(=O)NC(=O)N1)F. (6) Drug 1: C1C(C(OC1N2C=NC3=C(N=C(N=C32)Cl)N)CO)O. Drug 2: CCCCC(=O)OCC(=O)C1(CC(C2=C(C1)C(=C3C(=C2O)C(=O)C4=C(C3=O)C=CC=C4OC)O)OC5CC(C(C(O5)C)O)NC(=O)C(F)(F)F)O. Cell line: RPMI-8226. Synergy scores: CSS=68.3, Synergy_ZIP=-3.65, Synergy_Bliss=-3.37, Synergy_Loewe=-2.19, Synergy_HSA=-1.60. (7) Drug 1: C1CN1P(=S)(N2CC2)N3CC3. Drug 2: C(CC(=O)O)C(=O)CN.Cl. Cell line: 786-0. Synergy scores: CSS=4.69, Synergy_ZIP=-4.52, Synergy_Bliss=-0.361, Synergy_Loewe=-5.47, Synergy_HSA=-3.31. (8) Drug 1: CC12CCC(CC1=CCC3C2CCC4(C3CC=C4C5=CN=CC=C5)C)O. Drug 2: CC1C(C(CC(O1)OC2CC(OC(C2O)C)OC3=CC4=CC5=C(C(=O)C(C(C5)C(C(=O)C(C(C)O)O)OC)OC6CC(C(C(O6)C)O)OC7CC(C(C(O7)C)O)OC8CC(C(C(O8)C)O)(C)O)C(=C4C(=C3C)O)O)O)O. Cell line: CCRF-CEM. Synergy scores: CSS=7.52, Synergy_ZIP=1.73, Synergy_Bliss=6.21, Synergy_Loewe=8.19, Synergy_HSA=6.70. (9) Drug 1: CCC(=C(C1=CC=CC=C1)C2=CC=C(C=C2)OCCN(C)C)C3=CC=CC=C3.C(C(=O)O)C(CC(=O)O)(C(=O)O)O. Drug 2: C(=O)(N)NO. Cell line: LOX IMVI. Synergy scores: CSS=-2.63, Synergy_ZIP=0.814, Synergy_Bliss=1.12, Synergy_Loewe=-2.31, Synergy_HSA=-1.73. (10) Drug 1: C1CN(P(=O)(OC1)NCCCl)CCCl. Drug 2: B(C(CC(C)C)NC(=O)C(CC1=CC=CC=C1)NC(=O)C2=NC=CN=C2)(O)O. Cell line: NCIH23. Synergy scores: CSS=60.1, Synergy_ZIP=3.04, Synergy_Bliss=2.25, Synergy_Loewe=-63.1, Synergy_HSA=-0.997.